From a dataset of Full USPTO retrosynthesis dataset with 1.9M reactions from patents (1976-2016). Predict the reactants needed to synthesize the given product. (1) Given the product [NH2:26][C:21]1[CH:22]=[CH:23][CH:24]=[CH:25][C:20]=1[S:17]([NH:16][C:14](=[O:15])[NH:13][C@@H:5]([CH2:6][C:7]1[CH:8]=[CH:9][CH:10]=[CH:11][CH:12]=1)[C:4]([N:3]([CH2:1][CH3:2])[C:30]1[CH:35]=[CH:34][C:33]([O:36][CH3:37])=[CH:32][CH:31]=1)=[O:29])(=[O:19])=[O:18], predict the reactants needed to synthesize it. The reactants are: [CH2:1]([N:3]([C:30]1[CH:35]=[CH:34][C:33]([O:36][CH3:37])=[CH:32][CH:31]=1)[C:4](=[O:29])[C@@H:5]([NH:13][C:14]([NH:16][S:17]([C:20]1[CH:25]=[CH:24][CH:23]=[CH:22][C:21]=1[N+:26]([O-])=O)(=[O:19])=[O:18])=[O:15])[CH2:6][C:7]1[CH:12]=[CH:11][CH:10]=[CH:9][CH:8]=1)[CH3:2]. (2) The reactants are: C(NC(C)C)(C)C.C([Li])CCC.[C:13]1([CH3:30])[CH:18]=[C:17]([CH3:19])[CH:16]=[C:15]([CH3:20])[C:14]=1[C:21]1[N:26]=[C:25]([CH2:27][C:28]#[N:29])[CH:24]=[CH:23][CH:22]=1.C([O:33][CH:34]=[C:35]([C:41](OCC)=O)[C:36]([O:38][CH2:39][CH3:40])=[O:37])C. Given the product [C:28]([C:27]1[CH:41]=[C:35]([C:36]([O:38][CH2:39][CH3:40])=[O:37])[C:34](=[O:33])[N:26]2[C:25]=1[CH:24]=[CH:23][CH:22]=[C:21]2[C:14]1[C:15]([CH3:20])=[CH:16][C:17]([CH3:19])=[CH:18][C:13]=1[CH3:30])#[N:29], predict the reactants needed to synthesize it. (3) Given the product [Cl:31][C:28]1[CH:29]=[CH:30][C:25]([C:23]2[CH:22]=[C:21]([C:32]([F:35])([F:34])[F:33])[N:20]=[C:19]([N:17]3[CH:18]=[C:14]([C:12]4[S:13][C:9]([S:6]([NH2:5])(=[O:8])=[O:7])=[CH:10][N:11]=4)[N:15]=[CH:16]3)[N:24]=2)=[CH:26][CH:27]=1, predict the reactants needed to synthesize it. The reactants are: C([NH:5][S:6]([C:9]1[S:13][C:12]([C:14]2[N:15]=[CH:16][N:17]([C:19]3[N:24]=[C:23]([C:25]4[CH:30]=[CH:29][C:28]([Cl:31])=[CH:27][CH:26]=4)[CH:22]=[C:21]([C:32]([F:35])([F:34])[F:33])[N:20]=3)[CH:18]=2)=[N:11][CH:10]=1)(=[O:8])=[O:7])(C)(C)C.C(O)(C(F)(F)F)=O. (4) Given the product [C:1]([C:5]1[CH:26]=[CH:25][C:8]([C:9]([N:11]([C@@H:12]2[CH2:17][CH2:16][CH2:15][N:14]([C:18]([O:20][C:21]([CH3:24])([CH3:23])[CH3:22])=[O:19])[CH2:13]2)[CH3:30])=[O:10])=[CH:7][CH:6]=1)([CH3:4])([CH3:2])[CH3:3], predict the reactants needed to synthesize it. The reactants are: [C:1]([C:5]1[CH:26]=[CH:25][C:8]([C:9]([NH:11][C@@H:12]2[CH2:17][CH2:16][CH2:15][N:14]([C:18]([O:20][C:21]([CH3:24])([CH3:23])[CH3:22])=[O:19])[CH2:13]2)=[O:10])=[CH:7][CH:6]=1)([CH3:4])([CH3:3])[CH3:2].[H-].[Na+].I[CH3:30]. (5) Given the product [C:14]([C:13]1[C:16]([F:18])=[CH:17][C:10]([C:7]2[CH:8]=[CH:9][N:5]([C@H:3]([CH3:4])[CH2:2][NH:1][C:28]([C:26]3[N:27]=[C:23]([CH2:22][C:20]#[N:21])[S:24][CH:25]=3)=[O:29])[N:6]=2)=[CH:11][C:12]=1[F:19])#[N:15], predict the reactants needed to synthesize it. The reactants are: [NH2:1][CH2:2][C@H:3]([N:5]1[CH:9]=[CH:8][C:7]([C:10]2[CH:17]=[C:16]([F:18])[C:13]([C:14]#[N:15])=[C:12]([F:19])[CH:11]=2)=[N:6]1)[CH3:4].[C:20]([CH2:22][C:23]1[S:24][CH:25]=[C:26]([C:28](O)=[O:29])[N:27]=1)#[N:21]. (6) Given the product [CH:10]1([CH:16]([NH:33][C:34]2[N:35]=[CH:36][C:37]([C:38]([NH:2][CH2:3][CH2:4][C:5]([O:7][CH2:8][CH3:9])=[O:6])=[O:39])=[CH:41][CH:42]=2)[C:17]2[CH:18]=[N:19][C:20]([C:23]3[CH:24]=[CH:25][C:26]([C:29]([F:31])([F:32])[F:30])=[CH:27][CH:28]=3)=[N:21][CH:22]=2)[CH2:15][CH2:14][CH2:13][CH2:12][CH2:11]1, predict the reactants needed to synthesize it. The reactants are: Cl.[NH2:2][CH2:3][CH2:4][C:5]([O:7][CH2:8][CH3:9])=[O:6].[CH:10]1([CH:16]([NH:33][C:34]2[CH:42]=[CH:41][C:37]([C:38](O)=[O:39])=[CH:36][N:35]=2)[C:17]2[CH:18]=[N:19][C:20]([C:23]3[CH:28]=[CH:27][C:26]([C:29]([F:32])([F:31])[F:30])=[CH:25][CH:24]=3)=[N:21][CH:22]=2)[CH2:15][CH2:14][CH2:13][CH2:12][CH2:11]1.O.OC1C2N=NNC=2C=CC=1.C(N(CC)CC)C.Cl.C(N=C=NCCCN(C)C)C.C(=O)=O.CO. (7) Given the product [OH:7][C@H:5]([CH3:6])[C@@H:4]([NH:1][C:19](=[O:20])[O:18][C:15]([CH3:17])([CH3:16])[CH3:14])[C:8]1[CH:13]=[CH:12][CH:11]=[CH:10][CH:9]=1, predict the reactants needed to synthesize it. The reactants are: [N:1]([C@@H:4]([C:8]1[CH:13]=[CH:12][CH:11]=[CH:10][CH:9]=1)[C@H:5]([OH:7])[CH3:6])=[N+]=[N-].[CH3:14][C:15]([O:18][C:19](O[C:19]([O:18][C:15]([CH3:17])([CH3:16])[CH3:14])=[O:20])=[O:20])([CH3:17])[CH3:16]. (8) Given the product [CH2:27]([N:17]([C:18](=[O:26])[C:19]1[CH:24]=[CH:23][CH:22]=[C:21]([F:25])[CH:20]=1)[C:15]1[CH:14]=[CH:13][C:12]2[N:8]([CH2:7][C:6]([OH:37])=[O:5])[C:9]([CH2:34][CH2:35][CH3:36])=[N:10][C:11]=2[CH:16]=1)[C:28]1[CH:33]=[CH:32][CH:31]=[CH:30][CH:29]=1, predict the reactants needed to synthesize it. The reactants are: C([O:5][C:6](=[O:37])[CH2:7][N:8]1[C:12]2[CH:13]=[CH:14][C:15]([N:17]([CH2:27][C:28]3[CH:33]=[CH:32][CH:31]=[CH:30][CH:29]=3)[C:18](=[O:26])[C:19]3[CH:24]=[CH:23][CH:22]=[C:21]([F:25])[CH:20]=3)=[CH:16][C:11]=2[N:10]=[C:9]1[CH2:34][CH2:35][CH3:36])(C)(C)C.C(O)(C(F)(F)F)=O.